This data is from Reaction yield outcomes from USPTO patents with 853,638 reactions. The task is: Predict the reaction yield, written as a fraction of the theoretical maximum amount of product (1.0 means a 100% yield; for example, 0.34 means a 34% yield). The reactants are [CH2:1]([OH:6])[C:2]([Br:5])([Br:4])[Br:3].C(N(CC)CC)C.[C:14](Cl)(=[O:18])[C:15]([CH3:17])=[CH2:16].O. The catalyst is C(OCC)C. The product is [Br:3][C:2]([Br:5])([Br:4])[CH2:1][O:6][C:14](=[O:18])[C:15]([CH3:17])=[CH2:16]. The yield is 0.529.